This data is from Catalyst prediction with 721,799 reactions and 888 catalyst types from USPTO. The task is: Predict which catalyst facilitates the given reaction. (1) Reactant: C(OC([N:11]1[CH2:16][CH2:15][CH:14]([NH:17][C:18](=[O:29])[CH2:19][CH2:20][NH:21][C:22]([O:24][C:25]([CH3:28])([CH3:27])[CH3:26])=[O:23])[CH2:13][CH2:12]1)=O)C1C=CC=CC=1. Product: [C:25]([O:24][C:22](=[O:23])[NH:21][CH2:20][CH2:19][C:18](=[O:29])[NH:17][CH:14]1[CH2:13][CH2:12][NH:11][CH2:16][CH2:15]1)([CH3:28])([CH3:26])[CH3:27]. The catalyst class is: 105. (2) Product: [F:1][C:2]1[CH:20]=[C:19]([I:21])[CH:18]=[CH:17][C:3]=1[NH:4][C:5]1[C:6]([C:12]([O:14][CH2:15][CH3:16])=[O:13])=[CH:7][N:8]([CH2:25][CH2:26][O:27][CH2:28][CH2:29][O:30][CH3:31])[C:9](=[O:11])[CH:10]=1. Reactant: [F:1][C:2]1[CH:20]=[C:19]([I:21])[CH:18]=[CH:17][C:3]=1[NH:4][C:5]1[C:6]([C:12]([O:14][CH2:15][CH3:16])=[O:13])=[CH:7][NH:8][C:9](=[O:11])[CH:10]=1.[H-].[Na+].Br[CH2:25][CH2:26][O:27][CH2:28][CH2:29][O:30][CH3:31]. The catalyst class is: 3. (3) The catalyst class is: 1. Product: [CH3:1][O:2][C:3]1[CH:40]=[C:39]([O:41][CH3:42])[CH:38]=[CH:37][C:4]=1[CH2:5][N:6]([C:31]1[CH:36]=[CH:35][N:34]=[CH:33][N:32]=1)[S:7]([C:10]1[CH:15]=[C:14]([F:16])[C:13]([O:17][C@H:18]2[CH2:22][C@@H:21]([O:23][CH3:47])[CH2:20][C@@H:19]2[C:24]2[N:28]([CH3:29])[N:27]=[CH:26][CH:25]=2)=[CH:12][C:11]=1[F:30])(=[O:8])=[O:9]. Reactant: [CH3:1][O:2][C:3]1[CH:40]=[C:39]([O:41][CH3:42])[CH:38]=[CH:37][C:4]=1[CH2:5][N:6]([C:31]1[CH:36]=[CH:35][N:34]=[CH:33][N:32]=1)[S:7]([C:10]1[CH:15]=[C:14]([F:16])[C:13]([O:17][C@H:18]2[CH2:22][C@@H:21]([OH:23])[CH2:20][C@@H:19]2[C:24]2[N:28]([CH3:29])[N:27]=[CH:26][CH:25]=2)=[CH:12][C:11]=1[F:30])(=[O:9])=[O:8].S(OC)(O[CH3:47])(=O)=O.[H-].[Na+].